Dataset: Full USPTO retrosynthesis dataset with 1.9M reactions from patents (1976-2016). Task: Predict the reactants needed to synthesize the given product. Given the product [F:13][C:11]1[CH:10]=[CH:9][C:6]2[N:7]([CH3:8])[C:3]([CH2:2][CH2:18][C:17]#[C:16][Si:15]([CH3:20])([CH3:19])[CH3:14])=[N:4][C:5]=2[CH:12]=1, predict the reactants needed to synthesize it. The reactants are: Cl[CH2:2][C:3]1[N:7]([CH3:8])[C:6]2[CH:9]=[CH:10][C:11]([F:13])=[CH:12][C:5]=2[N:4]=1.[CH3:14][Si:15]([CH3:20])([CH3:19])[C:16]#[C:17][CH3:18].